Task: Predict the reactants needed to synthesize the given product.. Dataset: Full USPTO retrosynthesis dataset with 1.9M reactions from patents (1976-2016) (1) Given the product [Cl:1][C:2]1[CH:3]=[CH:4][C:5]([N:10]2[CH:14]=[N:13][CH:12]=[N:11]2)=[C:6]([CH:9]=1)[CH2:7][NH2:8], predict the reactants needed to synthesize it. The reactants are: [Cl:1][C:2]1[CH:3]=[CH:4][C:5]([N:10]2[CH:14]=[N:13][CH:12]=[N:11]2)=[C:6]([CH:9]=1)[C:7]#[N:8].N. (2) Given the product [CH3:3][O:4][C:5](=[O:14])[C:6]1[CH:11]=[C:10]([O:12][CH2:16][CH3:17])[CH:9]=[CH:8][C:7]=1[Br:13], predict the reactants needed to synthesize it. The reactants are: [H-].[Na+].[CH3:3][O:4][C:5](=[O:14])[C:6]1[CH:11]=[C:10]([OH:12])[CH:9]=[CH:8][C:7]=1[Br:13].I[CH2:16][CH3:17]. (3) The reactants are: [BH4-].[Na+].[CH3:3][O:4][CH2:5][O:6][C:7]1[C:16]([N+:17]([O-:19])=[O:18])=[C:15]2[C:10]([CH:11]=[CH:12][C:13]([CH:20]=[O:21])=[N:14]2)=[CH:9][CH:8]=1. Given the product [CH3:3][O:4][CH2:5][O:6][C:7]1[C:16]([N+:17]([O-:19])=[O:18])=[C:15]2[C:10]([CH:11]=[CH:12][C:13]([CH2:20][OH:21])=[N:14]2)=[CH:9][CH:8]=1, predict the reactants needed to synthesize it. (4) Given the product [F:1][C:2]([F:7])([F:6])[C:3]([OH:5])=[O:4].[F:1][C:49]1[CH:48]=[CH:47][C:46]([C:9]2[CH:14]=[CH:13][C:12]([N:15]3[C:24]4[C:19](=[CH:20][C:21]([S:25]([NH:28][C:29]5[CH:33]=[CH:32][O:31][N:30]=5)(=[O:27])=[O:26])=[CH:22][CH:23]=4)[CH:18]=[CH:17][C:16]3=[O:34])=[C:11]([C:35]3[CH2:36][CH2:37][N:38]([CH3:41])[CH2:39][CH:40]=3)[CH:10]=2)=[CH:45][CH:44]=1, predict the reactants needed to synthesize it. The reactants are: [F:1][C:2]([F:7])([F:6])[C:3]([OH:5])=[O:4].Cl[C:9]1[CH:14]=[CH:13][C:12]([N:15]2[C:24]3[C:19](=[CH:20][C:21]([S:25]([NH:28][C:29]4[CH:33]=[CH:32][O:31][N:30]=4)(=[O:27])=[O:26])=[CH:22][CH:23]=3)[CH:18]=[CH:17][C:16]2=[O:34])=[C:11]([C:35]2[CH2:36][CH2:37][N:38]([CH3:41])[CH2:39][CH:40]=2)[CH:10]=1.CO[C:44]1[CH:45]=[CH:46][CH:47]=[C:48](OC)[C:49]=1[C:44]1[CH:49]=[CH:48][CH:47]=[CH:46][C:45]=1P(C1CCCCC1)C1CCCCC1.P([O-])([O-])([O-])=O.[K+].[K+].[K+].